Dataset: Forward reaction prediction with 1.9M reactions from USPTO patents (1976-2016). Task: Predict the product of the given reaction. (1) Given the reactants [F:1][C:2]1[CH:3]=[C:4]([CH:9]=[CH:10][C:11]=1[F:12])[C:5](=[NH:8])[NH:6]O.[C:13]([O:16]C(=O)C)(=[O:15])[CH3:14], predict the reaction product. The product is: [C:13]([OH:16])(=[O:15])[CH3:14].[F:1][C:2]1[CH:3]=[C:4]([CH:9]=[CH:10][C:11]=1[F:12])[C:5](=[NH:6])[NH2:8]. (2) The product is: [OH:23][CH2:20][C:61]([CH3:60])([CH3:56])[C:35]([OH:37])=[O:36].[ClH:31].[CH2:41]([N:43]=[C:44]=[N:45][CH2:46][CH2:47][CH2:48][N:49]([CH3:51])[CH3:50])[CH3:42].[OH:52][N:53]1[C:57]2[CH:58]=[CH:59][CH:60]=[CH:61][C:56]=2[N:55]=[N:54]1. Given the reactants Cl.Cl.Cl.NCCN1C2C(NC3C=C[C:20]([O:23]C4C=CC=C(N)C=4)=C([Cl:31])C=3)=NC=NC=2C=C1.OC(C)(C)C[C:35]([OH:37])=[O:36].Cl.[CH2:41]([N:43]=[C:44]=[N:45][CH2:46][CH2:47][CH2:48][N:49]([CH3:51])[CH3:50])[CH3:42].[OH:52][N:53]1[C:57]2[CH:58]=[CH:59][CH:60]=[CH:61][C:56]=2[N:55]=[N:54]1, predict the reaction product.